This data is from Merck oncology drug combination screen with 23,052 pairs across 39 cell lines. The task is: Regression. Given two drug SMILES strings and cell line genomic features, predict the synergy score measuring deviation from expected non-interaction effect. (1) Drug 1: Nc1ccn(C2OC(CO)C(O)C2(F)F)c(=O)n1. Drug 2: COC1=C2CC(C)CC(OC)C(O)C(C)C=C(C)C(OC(N)=O)C(OC)C=CC=C(C)C(=O)NC(=CC1=O)C2=O. Cell line: CAOV3. Synergy scores: synergy=-1.59. (2) Drug 1: Cn1nnc2c(C(N)=O)ncn2c1=O. Drug 2: CCc1c2c(nc3ccc(O)cc13)-c1cc3c(c(=O)n1C2)COC(=O)C3(O)CC. Cell line: HT29. Synergy scores: synergy=-7.89. (3) Drug 1: COc1cc(C2c3cc4c(cc3C(OC3OC5COC(C)OC5C(O)C3O)C3COC(=O)C23)OCO4)cc(OC)c1O. Drug 2: CC(C)CC(NC(=O)C(Cc1ccccc1)NC(=O)c1cnccn1)B(O)O. Cell line: UWB1289BRCA1. Synergy scores: synergy=-1.09. (4) Drug 2: C=CCn1c(=O)c2cnc(Nc3ccc(N4CCN(C)CC4)cc3)nc2n1-c1cccc(C(C)(C)O)n1. Cell line: ZR751. Synergy scores: synergy=-5.66. Drug 1: N.N.O=C(O)C1(C(=O)O)CCC1.[Pt]. (5) Drug 1: NC1(c2ccc(-c3nc4ccn5c(=O)[nH]nc5c4cc3-c3ccccc3)cc2)CCC1. Drug 2: CCc1c2c(nc3ccc(O)cc13)-c1cc3c(c(=O)n1C2)COC(=O)C3(O)CC. Cell line: PA1. Synergy scores: synergy=26.9. (6) Drug 1: O=c1[nH]cc(F)c(=O)[nH]1. Drug 2: C=CCn1c(=O)c2cnc(Nc3ccc(N4CCN(C)CC4)cc3)nc2n1-c1cccc(C(C)(C)O)n1. Cell line: DLD1. Synergy scores: synergy=9.82.